This data is from Full USPTO retrosynthesis dataset with 1.9M reactions from patents (1976-2016). The task is: Predict the reactants needed to synthesize the given product. (1) Given the product [C:17]([O:21][C:22](=[O:25])[CH2:23][C:2]1[CH:10]=[C:9]2[C:5]([CH:6]=[CH:7][NH:8]2)=[CH:4][CH:3]=1)([CH3:20])([CH3:19])[CH3:18], predict the reactants needed to synthesize it. The reactants are: Br[C:2]1[CH:10]=[C:9]2[C:5]([CH:6]=[CH:7][NH:8]2)=[CH:4][CH:3]=1.CCCCC.[Cl-].[C:17]([O:21][C:22](=[O:25])[CH2:23][Zn+])([CH3:20])([CH3:19])[CH3:18]. (2) Given the product [F:8][CH:9]([CH2:23][CH2:24][C:25]1[S:26][C:27]([C:30](=[O:43])[NH:31][CH2:32][C:33]2[CH:38]=[C:37]([C:39]([F:42])([F:41])[F:40])[CH:36]=[CH:35][N:34]=2)=[N:28][N:29]=1)[CH2:10][N:11]1[CH:15]=[C:14]([C:16]([OH:18])=[O:17])[N:13]=[N:12]1, predict the reactants needed to synthesize it. The reactants are: C(O)(C(F)(F)F)=O.[F:8][CH:9]([CH2:23][CH2:24][C:25]1[S:26][C:27]([C:30](=[O:43])[NH:31][CH2:32][C:33]2[CH:38]=[C:37]([C:39]([F:42])([F:41])[F:40])[CH:36]=[CH:35][N:34]=2)=[N:28][N:29]=1)[CH2:10][N:11]1[CH:15]=[C:14]([C:16]([O:18]C(C)(C)C)=[O:17])[N:13]=[N:12]1.